Dataset: Reaction yield outcomes from USPTO patents with 853,638 reactions. Task: Predict the reaction yield, written as a fraction of the theoretical maximum amount of product (1.0 means a 100% yield; for example, 0.34 means a 34% yield). The catalyst is CC(N(C)C)=O. The yield is 0.870. The reactants are Br[C:2]1[C:3]([CH3:9])=[CH:4][C:5]([NH2:8])=[N:6][CH:7]=1.[C:10]([Cu])#[N:11].C(N)CN. The product is [NH2:8][C:5]1[CH:4]=[C:3]([CH3:9])[C:2]([C:10]#[N:11])=[CH:7][N:6]=1.